From a dataset of Forward reaction prediction with 1.9M reactions from USPTO patents (1976-2016). Predict the product of the given reaction. (1) The product is: [Cl:18][C:19]1[CH:24]=[CH:23][C:22]([S:25]([N:9]2[C:10]3=[N:11][CH:12]=[CH:13][CH:14]=[C:15]3[C:7]([CH2:6][C:5]([OH:4])=[O:17])=[C:8]2[CH3:16])(=[O:26])=[O:27])=[CH:21][C:20]=1[C:29]#[N:30]. Given the reactants [H-].[Na+].C[O:4][C:5](=[O:17])[CH2:6][C:7]1[C:15]2[C:10](=[N:11][CH:12]=[CH:13][CH:14]=2)[NH:9][C:8]=1[CH3:16].[Cl:18][C:19]1[CH:24]=[CH:23][C:22]([S:25](Cl)(=[O:27])=[O:26])=[CH:21][C:20]=1[C:29]#[N:30], predict the reaction product. (2) Given the reactants [F:1][C:2]1[CH:7]=[CH:6][CH:5]=[C:4]([CH3:8])[C:3]=1[NH:9]C(=O)OC(C)(C)C, predict the reaction product. The product is: [F:1][C:2]1[CH:7]=[CH:6][CH:5]=[C:4]([CH3:8])[C:3]=1[NH2:9]. (3) The product is: [Br:1][C:2]1[N:3]=[C:4]2[C:9](=[N:10][CH:11]=1)[N:8]([CH2:17][CH3:18])[C:7](=[O:12])[N:6]([CH2:13][CH3:14])[C:5]2=[O:15]. Given the reactants [Br:1][C:2]1[N:3]=[C:4]2[C:9](=[N:10][CH:11]=1)[NH:8][C:7](=[O:12])[N:6]([CH2:13][CH3:14])[C:5]2=[O:15].I[CH2:17][CH3:18].C(=O)([O-])[O-].[K+].[K+], predict the reaction product. (4) Given the reactants [C:1]1([C:7]2[NH:8][CH:9]=[CH:10][C:11]=2[C:12]([OH:14])=O)[CH:6]=[CH:5][CH:4]=[CH:3][CH:2]=1.Cl.Cl.[OH:17][CH2:18][C:19]1[CH:20]=[C:21]([N:25]2[CH2:30][CH2:29][NH:28][CH2:27][CH2:26]2)[CH:22]=[CH:23][CH:24]=1.Cl.CN(C)CCCN=C=NCC.O.ON1C2C=CC=CC=2N=N1, predict the reaction product. The product is: [OH:17][CH2:18][C:19]1[CH:20]=[C:21]([N:25]2[CH2:30][CH2:29][N:28]([C:12]([C:11]3[CH:10]=[CH:9][NH:8][C:7]=3[C:1]3[CH:2]=[CH:3][CH:4]=[CH:5][CH:6]=3)=[O:14])[CH2:27][CH2:26]2)[CH:22]=[CH:23][CH:24]=1. (5) Given the reactants [C:1]([O:5][C:6](=[O:22])[NH:7][C:8]1[CH:13]=[C:12]([C:14]([F:17])([F:16])[F:15])[C:11]([CH3:18])=[CH:10][C:9]=1[N+:19]([O-])=O)([CH3:4])([CH3:3])[CH3:2], predict the reaction product. The product is: [C:1]([O:5][C:6](=[O:22])[NH:7][C:8]1[CH:13]=[C:12]([C:14]([F:17])([F:16])[F:15])[C:11]([CH3:18])=[CH:10][C:9]=1[NH2:19])([CH3:4])([CH3:2])[CH3:3]. (6) Given the reactants C(OC([NH:8][N:9]([C:21](=[CH:27][C:28]([O:30]CC)=O)[C:22]([O:24][CH2:25][CH3:26])=[O:23])[CH2:10][C:11]([C:13]1[CH:18]=[CH:17][C:16]([O:19][CH3:20])=[CH:15][CH:14]=1)=[O:12])=O)(C)(C)C, predict the reaction product. The product is: [CH3:20][O:19][C:16]1[CH:17]=[CH:18][C:13]([C:11](=[O:12])[CH2:10][N:9]2[C:21]([C:22]([O:24][CH2:25][CH3:26])=[O:23])=[CH:27][C:28](=[O:30])[NH:8]2)=[CH:14][CH:15]=1. (7) Given the reactants C(OC([N:8]1[CH2:13][CH2:12][N:11]([C:14]2[C:23]3[C:18](=[CH:19][C:20]([Cl:26])=[C:21]([C:24]#[N:25])[CH:22]=3)[N:17]=[CH:16][N:15]=2)[CH2:10][CH:9]1[C:27](=[O:29])[NH2:28])=O)(C)(C)C.C(O)(C(F)(F)F)=O, predict the reaction product. The product is: [Cl:26][C:20]1[CH:19]=[C:18]2[C:23]([C:14]([N:11]3[CH2:12][CH2:13][NH:8][CH:9]([C:27]([NH2:28])=[O:29])[CH2:10]3)=[N:15][CH:16]=[N:17]2)=[CH:22][C:21]=1[C:24]#[N:25].